From a dataset of Catalyst prediction with 721,799 reactions and 888 catalyst types from USPTO. Predict which catalyst facilitates the given reaction. Reactant: [CH:1]1[C:6]([C@H:7]2[C@H:12]([CH2:13][O:14][C:15]3[CH:16]=[CH:17][C:18]4[O:23][CH2:22][O:21][C:19]=4[CH:20]=3)[CH2:11][NH:10][CH2:9][CH2:8]2)=[CH:5][CH:4]=[C:3]([F:24])[CH:2]=1.C1(NC(=O)[O-])C=CC=CC=1.[OH-].[K+]. Product: [CH:5]1[C:6]([C@H:7]2[C@H:12]([CH2:13][O:14][C:15]3[CH:16]=[CH:17][C:18]4[O:23][CH2:22][O:21][C:19]=4[CH:20]=3)[CH2:11][NH:10][CH2:9][CH2:8]2)=[CH:1][CH:2]=[C:3]([F:24])[CH:4]=1. The catalyst class is: 11.